Dataset: Full USPTO retrosynthesis dataset with 1.9M reactions from patents (1976-2016). Task: Predict the reactants needed to synthesize the given product. Given the product [OH:9][CH:2]([C:3]1[CH:8]=[CH:7][CH:6]=[CH:5][CH:4]=1)[CH2:1][N:10]1[CH2:14][CH2:13][CH2:12][CH2:11]1, predict the reactants needed to synthesize it. The reactants are: [CH2:1]1[O:9][CH:2]1[C:3]1[CH:8]=[CH:7][CH:6]=[CH:5][CH:4]=1.[NH:10]1[CH2:14][CH2:13][CH2:12][CH2:11]1.